This data is from Catalyst prediction with 721,799 reactions and 888 catalyst types from USPTO. The task is: Predict which catalyst facilitates the given reaction. Reactant: [Br:1][C:2]1[N:6]([CH3:7])[N:5]=[CH:4][C:3]=1[C:8]1[N:9]=[C:10]([CH3:18])[N:11]2[C:16]=1[C:15](Cl)=[N:14][CH:13]=[N:12]2.[CH3:19][O:20][C:21]1[CH:26]=[CH:25][C:24]([CH2:27][NH:28][CH3:29])=[CH:23][CH:22]=1. Product: [Br:1][C:2]1[N:6]([CH3:7])[N:5]=[CH:4][C:3]=1[C:8]1[N:9]=[C:10]([CH3:18])[N:11]2[C:16]=1[C:15]([N:28]([CH2:27][C:24]1[CH:25]=[CH:26][C:21]([O:20][CH3:19])=[CH:22][CH:23]=1)[CH3:29])=[N:14][CH:13]=[N:12]2. The catalyst class is: 503.